From a dataset of Full USPTO retrosynthesis dataset with 1.9M reactions from patents (1976-2016). Predict the reactants needed to synthesize the given product. (1) Given the product [OH:2][C:3]1[CH:11]=[C:10]2[C:6]([C:7]([CH3:15])([CH3:14])[C:8](=[O:13])[N:9]2[CH3:12])=[CH:5][CH:4]=1, predict the reactants needed to synthesize it. The reactants are: C[O:2][C:3]1[CH:11]=[C:10]2[C:6]([C:7]([CH3:15])([CH3:14])[C:8](=[O:13])[N:9]2[CH3:12])=[CH:5][CH:4]=1.B(Br)(Br)Br.C(=O)(O)[O-].[Na+]. (2) Given the product [F:30][C:2]([F:29])([F:1])[C:3]1[CH:4]=[C:5]([CH:22]=[C:23]([C:25]([F:28])([F:27])[F:26])[CH:24]=1)[CH2:6][O:7][CH2:8][C:9]1([C:16]2[CH:21]=[CH:20][CH:19]=[CH:18][CH:17]=2)[CH2:15][CH2:14][CH2:13][N:12]([CH2:33][CH3:34])[CH2:11][CH2:10]1, predict the reactants needed to synthesize it. The reactants are: [F:1][C:2]([F:30])([F:29])[C:3]1[CH:4]=[C:5]([CH:22]=[C:23]([C:25]([F:28])([F:27])[F:26])[CH:24]=1)[CH2:6][O:7][CH2:8][C:9]1([C:16]2[CH:21]=[CH:20][CH:19]=[CH:18][CH:17]=2)[CH2:15][CH2:14][CH2:13][NH:12][CH2:11][CH2:10]1.[BH4-].[Na+].[C:33](O)(=O)[CH3:34]. (3) Given the product [CH3:7][C:6]1([CH3:8])[C:2]([CH3:1])([CH3:21])[O:3][B:4]([C:9]2[CH:10]=[CH:11][C:12]([C:15]3([CH2:19][NH2:20])[CH2:16][CH2:17][CH2:18]3)=[CH:13][CH:14]=2)[O:5]1, predict the reactants needed to synthesize it. The reactants are: [CH3:1][C:2]1([CH3:21])[C:6]([CH3:8])([CH3:7])[O:5][B:4]([C:9]2[CH:14]=[CH:13][C:12]([C:15]3([C:19]#[N:20])[CH2:18][CH2:17][CH2:16]3)=[CH:11][CH:10]=2)[O:3]1.B.C1COCC1.